This data is from Full USPTO retrosynthesis dataset with 1.9M reactions from patents (1976-2016). The task is: Predict the reactants needed to synthesize the given product. (1) Given the product [CH2:12]1[C:20]2[C:15](=[CH:16][CH:17]=[CH:18][CH:19]=2)[CH2:14][CH:13]1[NH:21][C:22]1[N:23]=[CH:24][C:25]2[CH2:31][N:30]([C:32](=[O:35])[CH2:33][CH2:34][O:39][CH2:36][C:37]#[CH:38])[CH2:29][CH2:28][C:26]=2[N:27]=1, predict the reactants needed to synthesize it. The reactants are: N12CCCN=C1CCCCC2.[CH2:12]1[C:20]2[C:15](=[CH:16][CH:17]=[CH:18][CH:19]=2)[CH2:14][CH:13]1[NH:21][C:22]1[N:23]=[CH:24][C:25]2[CH2:31][N:30]([C:32](=[O:35])[CH:33]=[CH2:34])[CH2:29][CH2:28][C:26]=2[N:27]=1.[CH2:36]([OH:39])[C:37]#[CH:38]. (2) Given the product [NH2:22][CH2:21][CH2:20][C:19]1[CH:18]=[CH:17][C:36]([OH:38])=[C:35]([OH:44])[CH:34]=1, predict the reactants needed to synthesize it. The reactants are: CC1C(CCC(O)=O)=C([CH2:17][C:18]2[NH:22][C:21](/C=C3/C(C=C)=C(C)C(N/3)=O)=[C:20](C)[C:19]=2[CH2:34][CH2:35][C:36]([OH:38])=O)NC=1/C=C1/C(C)=C(C=C)C(N/1)=O.[O:44]=C[C@@H]([C@H]([C@@H]([C@@H](CO)O)O)O)O.C1C(O)=CC2C(CCN)=CNC=2C=1. (3) Given the product [Cl:1][C:2]1[CH:19]=[CH:18][C:5]([CH2:6][O:7][C:8]2[C:9]([O:16][CH3:17])=[CH:10][C:11]([CH:14]=[O:15])=[N:12][CH:13]=2)=[CH:4][CH:3]=1, predict the reactants needed to synthesize it. The reactants are: [Cl:1][C:2]1[CH:19]=[CH:18][C:5]([CH2:6][O:7][C:8]2[C:9]([O:16][CH3:17])=[CH:10][C:11]([CH2:14][OH:15])=[N:12][CH:13]=2)=[CH:4][CH:3]=1.CC(OI1(OC(C)=O)(OC(C)=O)OC(=O)C2C=CC=CC1=2)=O. (4) The reactants are: [NH2:1][C:2]1[CH:13]=[CH:12][C:5]([CH2:6][NH:7][S:8]([CH3:11])(=[O:10])=[O:9])=[C:4]([CH3:14])[CH:3]=1.N1C=C[CH:18]=[CH:17][CH:16]=1.[CH3:21][C:22]([CH3:24])=[O:23].[O:25]1CCC[CH2:26]1. Given the product [CH3:14][C:4]1[CH:3]=[C:2]([NH:1][C:26](=[O:25])[O:23][C:22]2[CH:24]=[CH:18][CH:17]=[CH:16][CH:21]=2)[CH:13]=[CH:12][C:5]=1[CH2:6][NH:7][S:8]([CH3:11])(=[O:10])=[O:9], predict the reactants needed to synthesize it. (5) Given the product [NH2:14][C:13]1[C:8]([N:6]2[CH2:7][C@H:2]([CH3:1])[CH2:3][C@H:4]([NH:20][C:21](=[O:27])[O:22][C:23]([CH3:26])([CH3:25])[CH3:24])[CH2:5]2)=[C:9]2[CH2:19][CH2:18][O:17][C:10]2=[N:11][CH:12]=1, predict the reactants needed to synthesize it. The reactants are: [CH3:1][C@H:2]1[CH2:7][N:6]([C:8]2[C:13]([N+:14]([O-])=O)=[CH:12][N:11]=[C:10]3[O:17][CH2:18][CH2:19][C:9]=23)[CH2:5][C@@H:4]([NH:20][C:21](=[O:27])[O:22][C:23]([CH3:26])([CH3:25])[CH3:24])[CH2:3]1. (6) Given the product [Cl:10][C:5]1[CH:6]=[CH:7][CH:8]=[CH:9][C:4]=1[CH:3]([NH:11][C:12](=[O:18])[O:13][C:14]([CH3:15])([CH3:17])[CH3:16])[CH2:2][NH:1][S:20]([CH3:19])(=[O:22])=[O:21], predict the reactants needed to synthesize it. The reactants are: [NH2:1][CH2:2][CH:3]([NH:11][C:12](=[O:18])[O:13][C:14]([CH3:17])([CH3:16])[CH3:15])[C:4]1[CH:9]=[CH:8][CH:7]=[CH:6][C:5]=1[Cl:10].[CH3:19][S:20](Cl)(=[O:22])=[O:21]. (7) Given the product [C:1]([C:5]1[CH:6]=[CH:7][C:8](/[CH:11]=[CH:12]/[I:24])=[CH:9][CH:10]=1)([CH3:4])([CH3:3])[CH3:2], predict the reactants needed to synthesize it. The reactants are: [C:1]([C:5]1[CH:10]=[CH:9][C:8]([C:11]#[CH:12])=[CH:7][CH:6]=1)([CH3:4])([CH3:3])[CH3:2].[B]1OC2C(=CC=CC=2)O1.[OH-].[Na+].[I:24]I.